The task is: Predict the product of the given reaction.. This data is from Forward reaction prediction with 1.9M reactions from USPTO patents (1976-2016). (1) Given the reactants [NH2:1][C:2]1[CH:3]=[CH:4][C:5]2[CH2:11][CH2:10][CH2:9][C:8](=[O:12])[NH:7][C:6]=2[CH:13]=1.Cl[C:15]1[N:20]=[C:19]([NH:21][C:22]2[C:33]([F:34])=[CH:32][CH:31]=[CH:30][C:23]=2[C:24]([NH:26][CH2:27][C:28]#[CH:29])=[O:25])[C:18]([Cl:35])=[CH:17][N:16]=1, predict the reaction product. The product is: [Cl:35][C:18]1[C:19]([NH:21][C:22]2[C:33]([F:34])=[CH:32][CH:31]=[CH:30][C:23]=2[C:24]([NH:26][CH2:27][C:28]#[CH:29])=[O:25])=[N:20][C:15]([NH:1][C:2]2[CH:3]=[CH:4][C:5]3[CH2:11][CH2:10][CH2:9][C:8](=[O:12])[NH:7][C:6]=3[CH:13]=2)=[N:16][CH:17]=1. (2) Given the reactants [Na].[C:2]([O:10][CH2:11][CH3:12])(=[O:9])[CH2:3][C:4]([O:6][CH2:7][CH3:8])=[O:5].Cl.Cl[CH2:15][C:16]1[C:21]([CH2:22]Cl)=[CH:20][CH:19]=[CH:18][N:17]=1, predict the reaction product. The product is: [CH2:11]([O:10][C:2]([C:3]1([C:4]([O:6][CH2:7][CH3:8])=[O:5])[CH2:15][C:16]2[N:17]=[CH:18][CH:19]=[CH:20][C:21]=2[CH2:22]1)=[O:9])[CH3:12]. (3) Given the reactants C([O:5][C:6](=[O:25])[CH2:7][CH2:8][C:9]([C:22](=[O:24])[CH3:23])([C:19](=[O:21])[CH3:20])[CH2:10][CH2:11][C:12]([O:14]C(C)(C)C)=[O:13])(C)(C)C.Cl, predict the reaction product. The product is: [C:22]([C:9]([C:19](=[O:21])[CH3:20])([CH2:10][CH2:11][C:12]([OH:14])=[O:13])[CH2:8][CH2:7][C:6]([OH:25])=[O:5])(=[O:24])[CH3:23].